From a dataset of Catalyst prediction with 721,799 reactions and 888 catalyst types from USPTO. Predict which catalyst facilitates the given reaction. (1) Reactant: [CH2:1]([N:8]1[CH2:13][CH2:12][C:11]([NH:20]C(=O)OC)([C:14]2[CH:19]=[CH:18][N:17]=[CH:16][CH:15]=2)[CH2:10][CH2:9]1)[C:2]1[CH:7]=[CH:6][CH:5]=[CH:4][CH:3]=1.[OH-].[K+]. Product: [CH2:1]([N:8]1[CH2:9][CH2:10][C:11]([C:14]2[CH:19]=[CH:18][N:17]=[CH:16][CH:15]=2)([NH2:20])[CH2:12][CH2:13]1)[C:2]1[CH:7]=[CH:6][CH:5]=[CH:4][CH:3]=1. The catalyst class is: 5. (2) The catalyst class is: 56. Product: [Br:13][C:14]1[N:15]=[CH:16][C:17]([O:5][CH2:4][CH2:3][N:2]([CH3:6])[CH3:1])=[N:18][CH:19]=1. Reactant: [CH3:1][N:2]([CH3:6])[CH2:3][CH2:4][OH:5].CC(C)([O-])C.[Na+].[Br:13][C:14]1[CH:19]=[N:18][C:17](Br)=[CH:16][N:15]=1. (3) Reactant: [CH:1]1[C:13]2[CH:12]([CH2:14][O:15][C:16]([NH:18][C@@H:19]([CH2:23][CH2:24][CH2:25][CH2:26][NH2:27])[C:20]([OH:22])=[O:21])=[O:17])[C:11]3[C:6](=[CH:7][CH:8]=[CH:9][CH:10]=3)[C:5]=2[CH:4]=[CH:3][CH:2]=1.[C:28](Cl)(=[O:39])[CH2:29][CH2:30][CH2:31][CH2:32][CH2:33][CH2:34][CH2:35][CH2:36][CH2:37][CH3:38].ClCCl.C(N(C(C)C)C(C)C)C. Product: [CH:10]1[C:11]2[CH:12]([CH2:14][O:15][C:16]([NH:18][C@@H:19]([CH2:23][CH2:24][CH2:25][CH2:26][NH:27][C:28](=[O:39])[CH2:29][CH2:30][CH2:31][CH2:32][CH2:33][CH2:34][CH2:35][CH2:36][CH2:37][CH3:38])[C:20]([OH:22])=[O:21])=[O:17])[C:13]3[C:5](=[CH:4][CH:3]=[CH:2][CH:1]=3)[C:6]=2[CH:7]=[CH:8][CH:9]=1. The catalyst class is: 138. (4) Reactant: [Cl:1][C:2]1[N:7]=[C:6](Cl)[CH:5]=[C:4]([C:9]2[CH:14]=[CH:13][CH:12]=[CH:11][CH:10]=2)[N:3]=1.CCN(C(C)C)C(C)C.[CH3:24][C@H:25]([NH2:32])[C:26]1[CH:31]=[CH:30][CH:29]=[CH:28][CH:27]=1. Product: [Cl:1][C:2]1[N:7]=[C:6]([NH:32][C@H:25]([C:26]2[CH:31]=[CH:30][CH:29]=[CH:28][CH:27]=2)[CH3:24])[CH:5]=[C:4]([C:9]2[CH:14]=[CH:13][CH:12]=[CH:11][CH:10]=2)[N:3]=1. The catalyst class is: 5.